Dataset: Catalyst prediction with 721,799 reactions and 888 catalyst types from USPTO. Task: Predict which catalyst facilitates the given reaction. (1) Reactant: [Si:1]([O:8][C@H:9]([C@@:11]1([NH:48][C:49]([N:51]([CH3:53])[CH3:52])=[O:50])[C:16](=[O:17])[C@@:15]2([CH2:18][O:19][Si:20]([C:33]([CH3:36])([CH3:35])[CH3:34])([C:27]3[CH:32]=[CH:31][CH:30]=[CH:29][CH:28]=3)[C:21]3[CH:26]=[CH:25][CH:24]=[CH:23][CH:22]=3)[C@H:13]([O:14]2)[C@@H:12]1[NH:37][C:38](=[O:47])[O:39][CH2:40][C:41]1[CH:46]=[CH:45][CH:44]=[CH:43][CH:42]=1)[CH3:10])([C:4]([CH3:7])([CH3:6])[CH3:5])([CH3:3])[CH3:2].[CH3:54][Mg+].[Br-]. Product: [Si:1]([O:8][C@H:9]([C@@:11]1([NH:48][C:49]([N:51]([CH3:53])[CH3:52])=[O:50])[C@:16]([OH:17])([CH3:54])[C@@:15]2([CH2:18][O:19][Si:20]([C:33]([CH3:35])([CH3:34])[CH3:36])([C:27]3[CH:28]=[CH:29][CH:30]=[CH:31][CH:32]=3)[C:21]3[CH:26]=[CH:25][CH:24]=[CH:23][CH:22]=3)[C@H:13]([O:14]2)[C@@H:12]1[NH:37][C:38](=[O:47])[O:39][CH2:40][C:41]1[CH:42]=[CH:43][CH:44]=[CH:45][CH:46]=1)[CH3:10])([C:4]([CH3:5])([CH3:6])[CH3:7])([CH3:3])[CH3:2]. The catalyst class is: 1. (2) Reactant: [C]=O.[C:3]([O:7]C[O:7][C:3](=[O:6])[CH2:4][CH3:5])(=[O:6])[CH2:4][CH3:5].C(O)(=O)CC.C([O:23][CH2:24][C:25]([OH:27])=[O:26])(=O)CC. Product: [C:25]([OH:27])(=[O:26])[CH2:24][OH:23].[C:3]([OH:7])(=[O:6])[CH2:4][CH3:5]. The catalyst class is: 6. (3) Product: [C:12]1(/[CH:11]=[CH:10]/[C:18]2[CH:23]=[CH:22][C:21]([C:24]3[C:25]4=[N:30][S:4](=[O:6])(=[O:5])[CH2:3][CH2:2][N:26]4[CH:27]=[CH:28][CH:29]=3)=[CH:20][CH:19]=2)[CH:13]=[CH:14][CH:15]=[CH:16][CH:17]=1. The catalyst class is: 1. Reactant: Cl[CH2:2][CH2:3][S:4](Cl)(=[O:6])=[O:5].[H-].[Na+].[CH:10](/[C:18]1[CH:23]=[CH:22][C:21]([C:24]2[C:25]([NH2:30])=[N:26][CH:27]=[CH:28][CH:29]=2)=[CH:20][CH:19]=1)=[CH:11]\[C:12]1[CH:17]=[CH:16][CH:15]=[CH:14][CH:13]=1. (4) Reactant: [Cl:1][C:2]1[CH:7]=[CH:6][C:5]([CH2:8][NH2:9])=[CH:4][CH:3]=1.[Br:10][C:11]1[N:16]=[C:15]([C:17](O)=[O:18])[C:14]([O:20][CH3:21])=[CH:13][CH:12]=1.C(N(CC)CC)C.C(P1(=O)OP(CCC)(=O)OP(CCC)(=O)O1)CC. Product: [Br:10][C:11]1[N:16]=[C:15]([C:17]([NH:9][CH2:8][C:5]2[CH:6]=[CH:7][C:2]([Cl:1])=[CH:3][CH:4]=2)=[O:18])[C:14]([O:20][CH3:21])=[CH:13][CH:12]=1. The catalyst class is: 34. (5) Reactant: [OH:1][C:2]1[C:11]([CH2:12][C:13]([CH3:15])=[CH2:14])=[CH:10][C:5]([C:6]([O:8][CH3:9])=[O:7])=[CH:4][C:3]=1[O:16][CH3:17]. Product: [CH3:17][O:16][C:3]1[C:2]2[O:1][C:13]([CH3:15])([CH3:14])[CH2:12][C:11]=2[CH:10]=[C:5]([C:6]([O:8][CH3:9])=[O:7])[CH:4]=1. The catalyst class is: 209. (6) Reactant: Cl.[NH2:2][C:3]1[S:4][CH:5]=[C:6]([CH2:8]Cl)[N:7]=1.Cl.[CH3:11][NH:12][O:13][CH3:14].CCN(C(C)C)C(C)C. Product: [NH2:2][C:3]1[S:4][CH:5]=[C:6]([CH2:8][N:12]([O:13][CH3:14])[CH3:11])[N:7]=1. The catalyst class is: 1. (7) Reactant: [I:1][C:2]1[CH:3]=[C:4]2[C:8](=[CH:9][CH:10]=1)[NH:7][C:6](=[O:11])[C:5]2=O.[N+:13]([C:16]1[CH:25]=[CH:24][CH:23]=[CH:22][C:17]=1[C:18]([NH:20][NH2:21])=[O:19])([O-:15])=[O:14]. Product: [N+:13]([C:16]1[CH:25]=[CH:24][CH:23]=[CH:22][C:17]=1[C:18]([NH:20][N:21]=[C:5]1[C:4]2[C:8](=[CH:9][CH:10]=[C:2]([I:1])[CH:3]=2)[NH:7][C:6]1=[O:11])=[O:19])([O-:15])=[O:14]. The catalyst class is: 15. (8) The catalyst class is: 86. Product: [NH2:1][C:2]1[N:7]([C:8]2[CH:13]=[CH:12][CH:11]=[C:10]([F:14])[CH:9]=2)[C:6](=[S:15])[NH:5][C:4](=[O:16])[C:3]=1[N:17]=[O:18]. Reactant: [NH2:1][C:2]1[N:7]([C:8]2[CH:13]=[CH:12][CH:11]=[C:10]([F:14])[CH:9]=2)[C:6](=[S:15])[NH:5][C:4](=[O:16])[CH:3]=1.[N:17]([O-])=[O:18].[Na+]. (9) Reactant: C([O:5][C:6](=[O:39])[CH2:7][CH2:8][C:9]1[CH:14]=[CH:13][C:12]([O:15][CH2:16][CH2:17][C:18]2[N:19]=[C:20]([C:24]3[CH:29]=[CH:28][C:27](Br)=[CH:26][CH:25]=3)[O:21][C:22]=2[CH3:23])=[CH:11][C:10]=1[CH2:31][NH:32][C:33]([O:35][CH:36]([CH3:38])[CH3:37])=[O:34])(C)(C)C.N#N.C(P(C(C)(C)C)C1C=CC=CC=1C1C=CC=CC=1)(C)(C)C.[NH2:63][N:64]1[CH2:69][CH2:68][O:67][CH2:66][CH2:65]1.CC(C)([O-])C.[Na+]. Product: [CH:36]([O:35][C:33]([NH:32][CH2:31][C:10]1[CH:11]=[C:12]([O:15][CH2:16][CH2:17][C:18]2[N:19]=[C:20]([C:24]3[CH:29]=[CH:28][C:27]([NH:63][N:64]4[CH2:69][CH2:68][O:67][CH2:66][CH2:65]4)=[CH:26][CH:25]=3)[O:21][C:22]=2[CH3:23])[CH:13]=[CH:14][C:9]=1[CH2:8][CH2:7][C:6]([OH:5])=[O:39])=[O:34])([CH3:37])[CH3:38]. The catalyst class is: 101. (10) Reactant: Br[C:2]1[CH:3]=[CH:4][C:5]([O:17][CH2:18][C:19]2[CH:24]=[CH:23][C:22]([F:25])=[C:21]([F:26])[CH:20]=2)=[C:6]([CH:16]=1)[C:7]([NH:9][C:10]1[CH:15]=[CH:14][N:13]=[N:12][CH:11]=1)=[O:8].CC1(C)C(C)(C)OB([C:35]2[CH:36]=[N:37][N:38](C(OC(C)(C)C)=O)[CH:39]=2)O1.C(=O)([O-])[O-].[Na+].[Na+]. Product: [F:26][C:21]1[CH:20]=[C:19]([CH2:18][O:17][C:5]2[CH:4]=[CH:3][C:2]([C:35]3[CH:36]=[N:37][NH:38][CH:39]=3)=[CH:16][C:6]=2[C:7]([NH:9][C:10]2[CH:15]=[CH:14][N:13]=[N:12][CH:11]=2)=[O:8])[CH:24]=[CH:23][C:22]=1[F:25]. The catalyst class is: 57.